Dataset: Forward reaction prediction with 1.9M reactions from USPTO patents (1976-2016). Task: Predict the product of the given reaction. (1) Given the reactants F[C:2]1[CH:7]=[CH:6][C:5]([N+:8]([O-])=O)=[CH:4][CH:3]=1.Cl.[NH:12]1[CH2:17][CH2:16][C:15](=O)[CH2:14][CH2:13]1.C(=O)([O-])[O-].[K+].[K+].[H-].[Na+].C(OP([CH2:35][C:36]([O:38][CH2:39][CH3:40])=[O:37])(OCC)=O)C, predict the reaction product. The product is: [CH2:39]([O:38][C:36](=[O:37])[CH2:35][CH:15]1[CH2:16][CH2:17][N:12]([C:2]2[CH:7]=[CH:6][C:5]([NH2:8])=[CH:4][CH:3]=2)[CH2:13][CH2:14]1)[CH3:40]. (2) Given the reactants [CH3:1][S:2](Cl)(=[O:4])=[O:3].[CH3:6][C:7]1[N:12]=[C:11]([CH2:13][CH2:14][OH:15])[CH:10]=[CH:9][CH:8]=1.C(N(CC)CC)C, predict the reaction product. The product is: [CH3:1][S:2]([O:15][CH2:14][CH2:13][C:11]1[CH:10]=[CH:9][CH:8]=[C:7]([CH3:6])[N:12]=1)(=[O:4])=[O:3]. (3) Given the reactants [C:1]([C:4]1[C:8]([O:9][CH3:10])=[C:7]([C:11]2[CH:16]=[CH:15][C:14]([Cl:17])=[CH:13][CH:12]=2)[N:6]([C:18]2[CH:23]=[CH:22][CH:21]=[CH:20][C:19]=2[Cl:24])[N:5]=1)([OH:3])=O.C[Li].[CH:27]([Mg]Br)=[CH2:28].Cl, predict the reaction product. The product is: [Cl:24][C:19]1[CH:20]=[CH:21][CH:22]=[CH:23][C:18]=1[N:6]1[C:7]([C:11]2[CH:12]=[CH:13][C:14]([Cl:17])=[CH:15][CH:16]=2)=[C:8]([O:9][CH3:10])[C:4]([C:1]([CH:27]=[CH2:28])=[O:3])=[N:5]1. (4) The product is: [CH3:1][S:2]([O-:5])(=[O:4])=[O:3].[Cl:46][C:15]1[CH:14]=[C:13]([S:10]([NH:9][CH2:8][CH2:7][CH2:6][N+:50]2[CH:51]=[CH:52][N:48]([CH3:47])[CH:49]=2)(=[O:11])=[O:12])[CH:18]=[C:17]([F:19])[C:16]=1[CH2:20][S:21][C:22]1[N:23]([C:39]2[CH:40]=[CH:41][C:42]([F:45])=[CH:43][CH:44]=2)[C:24]([C:27]([C:30]2[CH:35]=[CH:34][C:33]([F:36])=[C:32]([O:37][CH3:38])[CH:31]=2)([CH3:29])[CH3:28])=[CH:25][N:26]=1. Given the reactants [CH3:1][S:2]([O:5][CH2:6][CH2:7][CH2:8][NH:9][S:10]([C:13]1[CH:18]=[C:17]([F:19])[C:16]([CH2:20][S:21][C:22]2[N:23]([C:39]3[CH:44]=[CH:43][C:42]([F:45])=[CH:41][CH:40]=3)[C:24]([C:27]([C:30]3[CH:35]=[CH:34][C:33]([F:36])=[C:32]([O:37][CH3:38])[CH:31]=3)([CH3:29])[CH3:28])=[CH:25][N:26]=2)=[C:15]([Cl:46])[CH:14]=1)(=[O:12])=[O:11])(=[O:4])=[O:3].[CH3:47][N:48]1[CH:52]=[CH:51][N:50]=[CH:49]1, predict the reaction product. (5) Given the reactants [C:1]([CH2:3][CH2:4][C@H:5]1[C:17]2[C:16]3[C:15]([O:18][CH:19]4[CH2:24][CH2:23][CH:22]([NH:25][C:26](=[O:32])[O:27][C:28]([CH3:31])([CH3:30])[CH3:29])[CH2:21][CH2:20]4)=[N:14][CH:13]=[N:12][C:11]=3[S:10][C:9]=2[CH2:8][CH2:7][CH2:6]1)#[N:2].[OH:33][Li].O.OO, predict the reaction product. The product is: [C:1]([CH2:3][CH2:4][C@H:5]1[C:17]2[C:16]3[C:15]([O:18][CH:19]4[CH2:24][CH2:23][CH:22]([NH:25][C:26](=[O:32])[O:27][C:28]([CH3:29])([CH3:31])[CH3:30])[CH2:21][CH2:20]4)=[N:14][CH:13]=[N:12][C:11]=3[S:10][C:9]=2[CH2:8][CH2:7][CH2:6]1)(=[O:33])[NH2:2]. (6) Given the reactants [Cl:1][C:2]1[CH:7]=[CH:6][C:5](/[CH:8]=[CH:9]/[C:10]2[O:11][CH:12]=[C:13]([CH2:15][O:16][C:17]3[CH:31]=[CH:30][C:20]([CH2:21][S:22][CH2:23][CH2:24][N:25]4[CH:29]=[CH:28][N:27]=[N:26]4)=[CH:19][CH:18]=3)[N:14]=2)=[C:4]([F:32])[CH:3]=1.ClC1C=C(C(OO)=[O:41])C=CC=1, predict the reaction product. The product is: [Cl:1][C:2]1[CH:7]=[CH:6][C:5](/[CH:8]=[CH:9]/[C:10]2[O:11][CH:12]=[C:13]([CH2:15][O:16][C:17]3[CH:31]=[CH:30][C:20]([CH2:21][S:22]([CH2:23][CH2:24][N:25]4[CH:29]=[CH:28][N:27]=[N:26]4)=[O:41])=[CH:19][CH:18]=3)[N:14]=2)=[C:4]([F:32])[CH:3]=1. (7) Given the reactants [NH2:1][C@:2]12[CH2:45][CH2:44][C@@H:43]([C:46]([CH3:48])=[CH2:47])[C@@H:3]1[C@@H:4]1[C@@:17]([CH3:20])([CH2:18][CH2:19]2)[C@@:16]2([CH3:21])[C@@H:7]([C@:8]3([CH3:42])[C@@H:13]([CH2:14][CH2:15]2)[C:12]([CH3:23])([CH3:22])[C:11]([C:24]2[CH2:29][CH2:28][C@@:27]([CH2:40][F:41])([C:30]([O:32][CH2:33][C:34]4[CH:39]=[CH:38][CH:37]=[CH:36][CH:35]=4)=[O:31])[CH2:26][CH:25]=2)=[CH:10][CH2:9]3)[CH2:6][CH2:5]1.Br[CH2:50][CH2:51][N:52]1[CH2:56][CH2:55][N:54]([CH3:57])[C:53]1=[O:58].[O-]P([O-])([O-])=O.[K+].[K+].[K+].[I-].[K+], predict the reaction product. The product is: [F:41][CH2:40][C@@:27]1([C:30]([O:32][CH2:33][C:34]2[CH:35]=[CH:36][CH:37]=[CH:38][CH:39]=2)=[O:31])[CH2:28][CH2:29][C:24]([C:11]2[C:12]([CH3:22])([CH3:23])[C@H:13]3[C@:8]([CH3:42])([CH2:9][CH:10]=2)[C@@H:7]2[C@:16]([CH3:21])([C@@:17]4([CH3:20])[C@H:4]([CH2:5][CH2:6]2)[C@H:3]2[C@H:43]([C:46]([CH3:48])=[CH2:47])[CH2:44][CH2:45][C@:2]2([NH:1][CH2:50][CH2:51][N:52]2[CH2:56][CH2:55][N:54]([CH3:57])[C:53]2=[O:58])[CH2:19][CH2:18]4)[CH2:15][CH2:14]3)=[CH:25][CH2:26]1. (8) Given the reactants [NH2:1][C@@H:2]1[CH2:7][CH2:6][CH2:5][N:4]([C:8]2[C:13]([Br:14])=[CH:12][N:11]=[C:10]3[NH:15][CH:16]=[C:17]([NH:18][C:19]([CH:21]4[CH2:23][CH2:22]4)=[O:20])[C:9]=23)[CH2:3]1, predict the reaction product. The product is: [N:4]1[CH:5]=[CH:6][CH:7]=[CH:2][CH:3]=1.[NH2:1][C@@H:2]1[CH2:7][CH2:6][CH2:5][N:4]([C:8]2[C:13]([Br:14])=[CH:12][N:11]=[C:10]3[NH:15][CH:16]=[C:17]([NH:18][C:19]([CH:21]4[CH2:22][CH2:23]4)=[O:20])[C:9]=23)[CH2:3]1. (9) Given the reactants Br[C:2]1[CH:3]=[C:4]([C:8]2[C:9]([C:14]3[CH:19]=[CH:18][CH:17]=[C:16](Br)[CH:15]=3)=[CH:10][CH:11]=[CH:12][CH:13]=2)[CH:5]=[CH:6][CH:7]=1.B1(B2OC(C)(C)C(C)(C)O2)OC(C)(C)C(C)(C)O1.C([O-])(=O)C.[K+].O1CCOCC1, predict the reaction product. The product is: [C:14]1([C:9]2[C:8]([C:4]3[CH:5]=[CH:6][CH:7]=[CH:2][CH:3]=3)=[CH:13][CH:12]=[CH:11][CH:10]=2)[CH:15]=[CH:16][CH:17]=[CH:18][CH:19]=1.